This data is from Reaction yield outcomes from USPTO patents with 853,638 reactions. The task is: Predict the reaction yield, written as a fraction of the theoretical maximum amount of product (1.0 means a 100% yield; for example, 0.34 means a 34% yield). (1) The reactants are [CH:1]1([CH2:6][CH:7]([C:11](O)=O)[C:8]([OH:10])=[O:9])[CH2:5][CH2:4][CH2:3][CH2:2]1.N1CCCCC1.C=O. The catalyst is CCO. The product is [CH:1]1([CH2:6][C:7](=[CH2:11])[C:8]([OH:10])=[O:9])[CH2:5][CH2:4][CH2:3][CH2:2]1. The yield is 0.860. (2) The reactants are [Cl:1][C:2]1[CH:7]=[CH:6][CH:5]=[C:4]([Cl:8])[C:3]=1[CH2:9][C:10]([NH:12][C:13]1[C:14](Cl)=[N:15][CH:16]=[N:17][C:18]=1[Cl:19])=[O:11].C([O-])([O-])=O.[Cs+].[Cs+]. The catalyst is CC#N. The product is [Cl:19][C:18]1[C:13]2[N:12]=[C:10]([CH2:9][C:3]3[C:2]([Cl:1])=[CH:7][CH:6]=[CH:5][C:4]=3[Cl:8])[O:11][C:14]=2[N:15]=[CH:16][N:17]=1. The yield is 0.610. (3) The reactants are [CH2:1]([NH:3][CH2:4][C:5]1[CH:10]=[CH:9][C:8]([O:11][C:12]([F:15])([F:14])[F:13])=[CH:7][CH:6]=1)[CH3:2].[CH2:16]([O:18][C@H:19]([C:32]([O:34][CH2:35][CH3:36])=[O:33])[CH2:20][C:21]1[CH:31]=[CH:30][C:24]([O:25][CH2:26][C:27]([OH:29])=O)=[CH:23][CH:22]=1)[CH3:17].C(N(CC)C(C)C)(C)C.F[B-](F)(F)F.N1(OC(N(C)C)=[N+](C)C)C2C=CC=CC=2N=N1. The catalyst is C(Cl)Cl. The yield is 0.580. The product is [CH2:16]([O:18][C@@H:19]([CH2:20][C:21]1[CH:22]=[CH:23][C:24]([O:25][CH2:26][C:27]([N:3]([CH2:1][CH3:2])[CH2:4][C:5]2[CH:10]=[CH:9][C:8]([O:11][C:12]([F:13])([F:14])[F:15])=[CH:7][CH:6]=2)=[O:29])=[CH:30][CH:31]=1)[C:32]([O:34][CH2:35][CH3:36])=[O:33])[CH3:17]. (4) The reactants are [F:1][C:2]([F:21])([F:20])[O:3][C:4]1[CH:9]=[CH:8][C:7]([C:10]2[CH:11]=[CH:12][C:13]3[N:14]([C:16](=[O:19])[NH:17][N:18]=3)[CH:15]=2)=[CH:6][CH:5]=1.[F:22][C:23]1[CH:28]=[CH:27][CH:26]=[C:25]([F:29])[C:24]=1[CH2:30][CH2:31]O.C1C=CC(P(C2C=CC=CC=2)C2C=CC=CC=2)=CC=1.N(C(OCC)=O)=NC(OCC)=O. The catalyst is C1COCC1. The product is [F:22][C:23]1[CH:28]=[CH:27][CH:26]=[C:25]([F:29])[C:24]=1[CH2:30][CH2:31][N:17]1[C:16](=[O:19])[N:14]2[CH:15]=[C:10]([C:7]3[CH:6]=[CH:5][C:4]([O:3][C:2]([F:1])([F:20])[F:21])=[CH:9][CH:8]=3)[CH:11]=[CH:12][C:13]2=[N:18]1. The yield is 0.525.